From a dataset of Retrosynthesis with 50K atom-mapped reactions and 10 reaction types from USPTO. Predict the reactants needed to synthesize the given product. (1) Given the product Clc1cccc(Oc2ccc3c(n2)OCCN(Cc2ccccc2)C3)c1, predict the reactants needed to synthesize it. The reactants are: O=C1c2ccc(Oc3cccc(Cl)c3)nc2OCCN1Cc1ccccc1. (2) Given the product Cc1ccc(C)c2c1[nH]c1ccc(O)cc12, predict the reactants needed to synthesize it. The reactants are: COc1ccc2[nH]c3c(C)ccc(C)c3c2c1. (3) Given the product CC(=O)NCC1CC1c1c(C2CC2)ccc2nn(C)cc12, predict the reactants needed to synthesize it. The reactants are: CC(=O)NCC1CC1c1c(Br)ccc2nn(C)cc12.OB(O)C1CC1.